This data is from Reaction yield outcomes from USPTO patents with 853,638 reactions. The task is: Predict the reaction yield, written as a fraction of the theoretical maximum amount of product (1.0 means a 100% yield; for example, 0.34 means a 34% yield). (1) The reactants are [P:1]([CH2:5][C:6]1[CH:17]=[CH:16][C:9]([CH2:10][CH:11]([C:13]([OH:15])=[O:14])[NH2:12])=[CH:8][CH:7]=1)([OH:4])([OH:3])=[O:2].C(N(CC)CC)C.[C:25](O[C:25]([O:27][C:28]([CH3:31])([CH3:30])[CH3:29])=[O:26])([O:27][C:28]([CH3:31])([CH3:30])[CH3:29])=[O:26]. The catalyst is O1CCOCC1. The product is [C:25]([NH:12][CH:11]([C:13]([OH:15])=[O:14])[CH2:10][C:9]1[CH:16]=[CH:17][C:6]([CH2:5][P:1]([OH:4])([OH:3])=[O:2])=[CH:7][CH:8]=1)([O:27][C:28]([CH3:31])([CH3:30])[CH3:29])=[O:26]. The yield is 0.770. (2) The reactants are CO[C:3](=[O:24])[C:4]1[CH:9]=[CH:8][C:7]([O:10][CH2:11][C:12]2[C:13]([C:17]3[CH:22]=[CH:21][C:20]([Cl:23])=[CH:19][CH:18]=3)=[N:14][O:15][CH:16]=2)=[N:6][CH:5]=1.[CH:25]1([NH2:28])[CH2:27][CH2:26]1. No catalyst specified. The product is [Cl:23][C:20]1[CH:19]=[CH:18][C:17]([C:13]2[C:12]([CH2:11][O:10][C:7]3[CH:8]=[CH:9][C:4]([C:3]([NH:28][CH:25]4[CH2:27][CH2:26]4)=[O:24])=[CH:5][N:6]=3)=[CH:16][O:15][N:14]=2)=[CH:22][CH:21]=1. The yield is 0.460. (3) The reactants are [NH2:1][CH2:2][CH2:3][O:4][C:5]1[CH:10]=[CH:9][C:8]([C:11]2[NH:20][C:19](=[O:21])[C:18]3[C:13](=[CH:14][C:15]([O:24][CH3:25])=[CH:16][C:17]=3[O:22][CH3:23])[N:12]=2)=[CH:7][C:6]=1[CH3:26].CCN(CC)CC.[C:34](Cl)(=[O:36])[CH3:35]. The catalyst is C(Cl)Cl. The product is [CH3:23][O:22][C:17]1[CH:16]=[C:15]([O:24][CH3:25])[CH:14]=[C:13]2[C:18]=1[C:19](=[O:21])[NH:20][C:11]([C:8]1[CH:9]=[CH:10][C:5]([O:4][CH2:3][CH2:2][NH:1][C:34](=[O:36])[CH3:35])=[C:6]([CH3:26])[CH:7]=1)=[N:12]2. The yield is 0.610. (4) The yield is 0.590. The product is [CH3:6][C:7]1[NH:8][C:9](=[O:50])[C:56]2=[C:57]([CH:33]([CH3:32])[CH3:34])[C:55]([C:61]([NH2:60])=[O:62])=[CH:54][N:53]2[N:13]=1. The reactants are C(C1C(C(C)C)=[C:6]2N(C=1)N=[CH:9][N:8]=[C:7]2[NH:13]C1C=CC(C)=C(C=1)C(NOC)=O)(=O)C.Cl.CN(C)[CH2:32][CH2:33][CH2:34]N=C=NCC.C1C=CC2N([OH:50])N=NC=2C=1.C([N:53]([CH2:56][CH3:57])[CH2:54][CH3:55])C.N.C[N:60](C)[CH:61]=[O:62]. No catalyst specified. (5) The reactants are [S:1]1[C:8]2[CH:7]=[C:6]([C:9]([OH:11])=O)[NH:5][C:4]=2[CH:3]=[CH:2]1.[CH3:12][CH:13]1[CH2:18][NH:17][CH2:16][CH2:15][NH:14]1. No catalyst specified. The product is [CH3:12][CH:13]1[NH:14][CH2:15][CH2:16][N:17]([C:9]([C:6]2[NH:5][C:4]3[CH:3]=[CH:2][S:1][C:8]=3[CH:7]=2)=[O:11])[CH2:18]1. The yield is 0.780. (6) The reactants are [Cl:1][C:2]1[CH:10]=[C:9]2[C:5]([C:6]([CH2:11][CH3:12])=[CH:7][NH:8]2)=[CH:4][CH:3]=1.[H-].[Na+].[CH3:15][O:16][C:17]1[CH:22]=[CH:21][C:20]([S:23](Cl)(=[O:25])=[O:24])=[CH:19][C:18]=1[N:27]1[CH2:32][CH2:31][N:30]([C:33](=[O:38])[C:34]([Cl:37])([Cl:36])[Cl:35])[CH2:29][CH2:28]1. The catalyst is C1COCC1. The product is [Cl:37][C:34]([Cl:35])([Cl:36])[C:33]([N:30]1[CH2:31][CH2:32][N:27]([C:18]2[CH:19]=[C:20]([S:23]([N:8]3[C:9]4[C:5](=[CH:4][CH:3]=[C:2]([Cl:1])[CH:10]=4)[C:6]([CH2:11][CH3:12])=[CH:7]3)(=[O:24])=[O:25])[CH:21]=[CH:22][C:17]=2[O:16][CH3:15])[CH2:28][CH2:29]1)=[O:38]. The yield is 0.500.